This data is from Full USPTO retrosynthesis dataset with 1.9M reactions from patents (1976-2016). The task is: Predict the reactants needed to synthesize the given product. (1) The reactants are: C(O[C:4]([C:6]1[N:18]=[C:17]([C:19]#[N:20])[C:16]2[C:15]3[CH:14]=[CH:13][CH:12]=[CH:11][C:10]=3[N:9]([C:21]3[CH:26]=[CH:25][CH:24]=[CH:23][CH:22]=3)[C:8]=2[C:7]=1[OH:27])=[O:5])C.[NH2:28][CH2:29][C:30]([OH:32])=[O:31].C[O-].[Na+].CO. Given the product [C:19]([C:17]1[C:16]2[C:26]3[CH:25]=[CH:24][CH:23]=[CH:22][C:21]=3[N:9]([C:10]3[CH:15]=[CH:14][CH:13]=[CH:12][CH:11]=3)[C:8]=2[C:7]([OH:27])=[C:6]([C:4]([NH:28][CH2:29][C:30]([OH:32])=[O:31])=[O:5])[N:18]=1)#[N:20], predict the reactants needed to synthesize it. (2) The reactants are: [CH3:1][O:2][C:3]1[C:8]([N+:9]([O-])=O)=[CH:7][N:6]=[C:5]([C:12]2[CH2:17][CH2:16][N:15]([C:18]([O:20][C:21]([CH3:24])([CH3:23])[CH3:22])=[O:19])[CH2:14][CH:13]=2)[CH:4]=1. Given the product [NH2:9][C:8]1[C:3]([O:2][CH3:1])=[CH:4][C:5]([CH:12]2[CH2:17][CH2:16][N:15]([C:18]([O:20][C:21]([CH3:22])([CH3:23])[CH3:24])=[O:19])[CH2:14][CH2:13]2)=[N:6][CH:7]=1, predict the reactants needed to synthesize it. (3) Given the product [F:19][C:17]([F:18])([F:20])[CH2:16][N:13]1[CH2:14][CH2:15][C:10]2([C:21]3[C:26](=[CH:25][CH:24]=[CH:23][CH:22]=3)[N:8]([CH2:7][C:6]([OH:27])=[O:5])[CH2:9]2)[CH2:11][CH2:12]1, predict the reactants needed to synthesize it. The reactants are: C([O:5][C:6](=[O:27])[CH2:7][N:8]1[C:26]2[C:21](=[CH:22][CH:23]=[CH:24][CH:25]=2)[C:10]2([CH2:15][CH2:14][N:13]([CH2:16][C:17]([F:20])([F:19])[F:18])[CH2:12][CH2:11]2)[CH2:9]1)(C)(C)C. (4) Given the product [OH:48][C@H:19]1[CH2:18][C@@H:17]2[C@:39]([CH3:47])([CH2:40][CH2:41][C@H:42]3[C@H:16]2[CH2:15][CH:14]=[C:13]2[C@:43]3([CH3:46])[CH2:44][CH2:45][CH2:11][CH2:12]2)[C@H:20]1[C@H:21]([CH3:38])[CH2:22][CH2:23][CH2:24][CH:25]([CH3:37])[CH3:26], predict the reactants needed to synthesize it. The reactants are: S([CH:11]1[CH2:45][CH2:44][C@@:43]2([CH3:46])[C:13](=[CH:14][CH2:15][C@@H:16]3[C@@H:42]2[CH2:41][CH2:40][C@@:39]2([CH3:47])[C@H:17]3[CH2:18][C@H:19]([OH:48])[C@@H:20]2[C@H:21]([CH3:38])[CH2:22][CH2:23][CH2:24][C@@H:25]([CH3:37])[CH2:26]S(C2C=CC(C)=CC=2)(=O)=O)[CH2:12]1)(C1C=CC(C)=CC=1)(=O)=O.C([BH-](CC)CC)C.[Li+].O. (5) Given the product [Br:1][C:2]1[CH:3]=[C:4]([C:15]([O:17][CH3:18])=[O:16])[C:5]2[C:6]([CH:27]=[O:28])=[CH:7][N:8]([CH:11]([CH2:13][CH3:14])[CH3:12])[C:9]=2[CH:10]=1, predict the reactants needed to synthesize it. The reactants are: [Br:1][C:2]1[CH:3]=[C:4]([C:15]([O:17][CH3:18])=[O:16])[C:5]2[CH:6]=[CH:7][N:8]([CH:11]([CH2:13][CH3:14])[CH3:12])[C:9]=2[CH:10]=1.O=P(Cl)(Cl)Cl.CN([CH:27]=[O:28])C.C(=O)(O)[O-].[Na+]. (6) Given the product [CH3:5][N:6]([CH:22]([N+:23]([O-:32])=[O:9])[C:26]([OH:27])=[O:29])[CH2:16][C:15]1[CH:14]=[CH:21][CH:20]=[CH:19][CH:18]=1, predict the reactants needed to synthesize it. The reactants are: Cl.COC(=O)[CH2:5][NH:6]C.[OH-:9].[K+].[N+]([C:14]1[CH:21]=[CH:20][CH:19]=[CH:18][C:15]=1[CH:16]=O)([O-])=O.[C:22]([BH3-])#[N:23].[Na+].[C:26](=[O:29])(O)[O-:27].[Na+].C[OH:32]. (7) Given the product [OH:46][C:43]1[N:42]([C:47]2[CH:48]=[C:49]3[C:53](=[CH:54][CH:55]=2)[N:52]([CH2:56][CH2:57][NH:58][CH3:59])[CH:51]=[CH:50]3)[C:41]([C:25]2[CH:26]=[C:27]([CH:38]([CH3:40])[CH3:39])[C:28]([OH:30])=[CH:29][C:24]=2[OH:23])=[N:45][N:44]=1, predict the reactants needed to synthesize it. The reactants are: C(OCC1C=CC=CC=1)C1C=CC=CC=1.C([O:23][C:24]1[CH:29]=[C:28]([O:30]CC2C=CC=CC=2)[C:27]([CH:38]([CH3:40])[CH3:39])=[CH:26][C:25]=1[C:41]1[N:42]([C:47]2[CH:48]=[C:49]3[C:53](=[CH:54][CH:55]=2)[N:52]([CH2:56][CH2:57][NH:58][CH3:59])[CH:51]=[CH:50]3)[C:43]([OH:46])=[N:44][N:45]=1)C1C=CC=CC=1. (8) Given the product [S:1]1[C:5]2[CH:6]=[CH:7][CH:8]=[CH:9][C:4]=2[N:3]=[C:2]1[N:10]1[C:14](=[O:15])[C:13](=[CH:16][N:19]2[CH2:24][CH2:23][CH2:22][CH2:21][CH2:20]2)[C:12]([CH3:18])=[N:11]1, predict the reactants needed to synthesize it. The reactants are: [S:1]1[C:5]2[CH:6]=[CH:7][CH:8]=[CH:9][C:4]=2[N:3]=[C:2]1[N:10]1[C:14](=[O:15])[C:13]([CH:16]=O)=[C:12]([CH3:18])[NH:11]1.[NH:19]1[CH2:24][CH2:23][CH2:22][CH2:21][CH2:20]1. (9) Given the product [C:1]([O:5][C:6](=[O:24])[NH:7][C:8]1[CH:13]=[C:12]([O:14][CH2:15][CH:16]2[CH2:17][CH2:18]2)[C:11]([C:19]([F:22])([F:21])[F:20])=[CH:10][C:9]=1[NH:23][C:30](=[O:29])[CH2:31][C:32](=[O:45])[C:33]1[CH:38]=[CH:37][CH:36]=[C:35]([C:39]2[CH:40]=[N:41][CH:42]=[CH:43][CH:44]=2)[CH:34]=1)([CH3:4])([CH3:2])[CH3:3], predict the reactants needed to synthesize it. The reactants are: [C:1]([O:5][C:6](=[O:24])[NH:7][C:8]1[CH:13]=[C:12]([O:14][CH2:15][CH:16]2[CH2:18][CH2:17]2)[C:11]([C:19]([F:22])([F:21])[F:20])=[CH:10][C:9]=1[NH2:23])([CH3:4])([CH3:3])[CH3:2].C([O:29][C:30](=O)[CH2:31][C:32](=[O:45])[C:33]1[CH:38]=[CH:37][CH:36]=[C:35]([C:39]2[CH:40]=[N:41][CH:42]=[CH:43][CH:44]=2)[CH:34]=1)(C)(C)C.